From a dataset of Blood-brain barrier permeability classification from the B3DB database. Regression/Classification. Given a drug SMILES string, predict its absorption, distribution, metabolism, or excretion properties. Task type varies by dataset: regression for continuous measurements (e.g., permeability, clearance, half-life) or binary classification for categorical outcomes (e.g., BBB penetration, CYP inhibition). Dataset: b3db_classification. (1) The compound is NC(=O)CN1CC(O)CC1=O. The result is 1 (penetrates BBB). (2) The drug is NC(=O)CC[C@@H]1NC(=O)[C@H](Cc2ccccc2)NC(=O)[C@H](Cc2ccc(O)cc2)NC(=O)CCSSC[C@@H](C(=O)N2CCC[C@H]2C(=O)N[C@H](CCCN=C(N)N)C(=O)NCC(N)=O)NC(=O)[C@H](CC(N)=O)NC1=O. The result is 0 (does not penetrate BBB). (3) The molecule is C#C[C@H](OC(N)=O)c1ccccc1. The result is 1 (penetrates BBB). (4) The drug is CCN1CCc2[nH]c3cc(F)c4scc(C)c4c3c2C1. The result is 1 (penetrates BBB). (5) The compound is O=C(OCc1ccccc1)N1CCC(CNc2ccccn2)CC1. The result is 1 (penetrates BBB). (6) The drug is O=C(O)c1cc(N=Nc2ccc(S(=O)(=O)Nc3ccccn3)cc2)ccc1O. The result is 0 (does not penetrate BBB).